The task is: Predict the reactants needed to synthesize the given product.. This data is from Full USPTO retrosynthesis dataset with 1.9M reactions from patents (1976-2016). (1) Given the product [CH2:3]([O:5][C:6](=[O:11])[CH:7]([CH2:20][C:17]1[CH:18]=[CH:19][C:14]([O:13][CH3:12])=[C:15]([F:23])[C:16]=1[F:22])[C:8](=[O:10])[CH3:9])[CH3:4], predict the reactants needed to synthesize it. The reactants are: [H-].[Na+].[CH2:3]([O:5][C:6](=[O:11])[CH2:7][C:8](=[O:10])[CH3:9])[CH3:4].[CH3:12][O:13][C:14]1[CH:19]=[CH:18][C:17]([CH2:20]Br)=[C:16]([F:22])[C:15]=1[F:23]. (2) Given the product [O:12]=[C:9]1[N:8]([CH2:13][CH2:14][C@H:15]2[CH2:20][CH2:19][C@H:18]([NH:21][CH2:22][C:23]3[CH:24]=[CH:25][C:26]4[O:27][CH2:28][C:29](=[O:33])[NH:30][C:31]=4[N:32]=3)[CH2:17][NH:16]2)[C:7]2[CH:41]=[C:3]([C:1]#[N:2])[CH:4]=[CH:5][C:6]=2[O:11][CH2:10]1, predict the reactants needed to synthesize it. The reactants are: [C:1]([C:3]1[CH:4]=[CH:5][C:6]2[O:11][CH2:10][C:9](=[O:12])[N:8]([CH2:13][CH2:14][C@H:15]3[CH2:20][CH2:19][C@H:18]([NH:21][CH2:22][C:23]4[CH:24]=[CH:25][C:26]5[O:27][CH2:28][C:29](=[O:33])[NH:30][C:31]=5[N:32]=4)[CH2:17][N:16]3C(OC(C)(C)C)=O)[C:7]=2[CH:41]=1)#[N:2].Cl.O1CCOCC1.